Task: Predict which catalyst facilitates the given reaction.. Dataset: Catalyst prediction with 721,799 reactions and 888 catalyst types from USPTO Reactant: OCCN(C)[C:5](=[O:11])[O:6][C:7]([CH3:10])(C)C.[N:13]1[CH:18]=CC=CC=1.C([Cl:29])(=O)[O:20]CC1C=CC=CC=1. Product: [ClH:29].[C:5](=[O:11])([OH:20])[O:6][CH2:7][CH2:10][NH:13][CH3:18]. The catalyst class is: 768.